This data is from Catalyst prediction with 721,799 reactions and 888 catalyst types from USPTO. The task is: Predict which catalyst facilitates the given reaction. (1) Reactant: [Cl-].[Al+3].[Cl-].[Cl-].C(S)C.C[O:9][C:10]1[CH:11]=[CH:12][C:13]2[O:17][C:16]([C:18]([O:20][CH2:21][CH3:22])=[O:19])=[CH:15][C:14]=2[CH:23]=1.Cl. Product: [OH:9][C:10]1[CH:11]=[CH:12][C:13]2[O:17][C:16]([C:18]([O:20][CH2:21][CH3:22])=[O:19])=[CH:15][C:14]=2[CH:23]=1. The catalyst class is: 46. (2) Reactant: [CH:1]12[N:9]([CH:10]([C:24]3[CH:29]=[CH:28][CH:27]=[C:26]([O:30][CH3:31])[CH:25]=3)[C:11]3[CH:23]=[CH:22][C:14]([C:15]([N:17]([CH2:20][CH3:21])[CH2:18][CH3:19])=[O:16])=[CH:13][CH:12]=3)[CH:6]([CH2:7][CH2:8]1)[CH:5]1[NH:32][CH:2]2[CH2:3][CH2:4]1.[CH2:33](Br)[CH:34]=[CH2:35].C(=O)([O-])[O-].[K+].[K+]. Product: [CH2:35]([N:32]1[CH:2]2[CH:1]3[N:9]([CH:10]([C:24]4[CH:29]=[CH:28][CH:27]=[C:26]([O:30][CH3:31])[CH:25]=4)[C:11]4[CH:23]=[CH:22][C:14]([C:15]([N:17]([CH2:20][CH3:21])[CH2:18][CH3:19])=[O:16])=[CH:13][CH:12]=4)[CH:6]([CH:5]1[CH2:4][CH2:3]2)[CH2:7][CH2:8]3)[CH:34]=[CH2:33]. The catalyst class is: 21. (3) Product: [CH3:1][C:2]1[C:10]2[C:6](=[CH:7][N:8]([CH2:38][O:37][CH2:36][CH2:35][Si:34]([CH3:41])([CH3:40])[CH3:33])[N:9]=2)[CH:5]=[C:4]([CH2:11][CH:12]=[CH:13][C:14]([O:16][CH2:17][CH3:18])=[O:15])[CH:3]=1. Reactant: [CH3:1][C:2]1[CH:3]=[C:4]([CH2:11][CH:12]=[CH:13][C:14]([O:16][CH2:17][CH3:18])=[O:15])[CH:5]=[C:6]2[C:10]=1[NH:9][N:8]=[CH:7]2.C1(C(N)C2CCCCC2)CCCCC1.[CH3:33][Si:34]([CH3:41])([CH3:40])[CH2:35][CH2:36][O:37][CH2:38]Cl. The catalyst class is: 7. (4) Reactant: [Cl:1][C:2]1[C:3]([F:21])=[C:4]([C:8]2([OH:20])[CH2:12][CH2:11][N:10](C(OC(C)(C)C)=O)[CH2:9]2)[CH:5]=[CH:6][CH:7]=1.FC(F)(F)C(O)=O. Product: [Cl:1][C:2]1[C:3]([F:21])=[C:4]([C:8]2([OH:20])[CH2:12][CH2:11][NH:10][CH2:9]2)[CH:5]=[CH:6][CH:7]=1. The catalyst class is: 4.